From a dataset of Catalyst prediction with 721,799 reactions and 888 catalyst types from USPTO. Predict which catalyst facilitates the given reaction. (1) Reactant: [Cl:1][C:2]1[CH:10]=[C:9]2[C:5]([C:6]([C:18]([N:20]3[CH2:25][CH2:24][C:23]4([C:29]5[CH:30]=[CH:31][CH:32]=[CH:33][C:28]=5[CH2:27][O:26]4)[CH2:22][CH2:21]3)=[O:19])=[CH:7][N:8]2[CH2:11][C@H:12]2[CH2:17][CH2:16][CH2:15][NH:14][CH2:13]2)=[CH:4][CH:3]=1.[CH3:34]C(O)=O.[BH3-]C#N.[Na+]. Product: [Cl:1][C:2]1[CH:10]=[C:9]2[C:5]([C:6]([C:18]([N:20]3[CH2:21][CH2:22][C:23]4([C:29]5[CH:30]=[CH:31][CH:32]=[CH:33][C:28]=5[CH2:27][O:26]4)[CH2:24][CH2:25]3)=[O:19])=[CH:7][N:8]2[CH2:11][C@H:12]2[CH2:17][CH2:16][CH2:15][N:14]([CH3:34])[CH2:13]2)=[CH:4][CH:3]=1. The catalyst class is: 5. (2) Reactant: [Cl:1][C:2]1[C:3]([NH2:11])=[C:4]2[CH:10]=[CH:9][NH:8][C:5]2=[N:6][CH:7]=1.C(O)(=O)C.C([BH3-])#N.[Na+].[CH:20]1([CH:23]=O)[CH2:22][CH2:21]1. Product: [Cl:1][C:2]1[C:3]([NH:11][CH2:23][CH:20]2[CH2:22][CH2:21]2)=[C:4]2[CH:10]=[CH:9][NH:8][C:5]2=[N:6][CH:7]=1. The catalyst class is: 8. (3) Reactant: [I:1][C:2]1[CH:7]=[CH:6][CH:5]=[CH:4][C:3]=1[CH2:8][C:9]([OH:11])=O.S(Cl)(Cl)=O.[NH2:16][C:17]1[N:22]=[C:21]([C:23]2[CH:28]=[C:27]([O:29][CH3:30])[C:26]([O:31][CH3:32])=[C:25]([O:33][CH3:34])[CH:24]=2)[C:20]([C:35]#[N:36])=[CH:19][N:18]=1.N1C=CC=CC=1. Product: [C:35]([C:20]1[C:21]([C:23]2[CH:28]=[C:27]([O:29][CH3:30])[C:26]([O:31][CH3:32])=[C:25]([O:33][CH3:34])[CH:24]=2)=[N:22][C:17]([NH:16][C:9](=[O:11])[CH2:8][C:3]2[CH:4]=[CH:5][CH:6]=[CH:7][C:2]=2[I:1])=[N:18][CH:19]=1)#[N:36]. The catalyst class is: 4. (4) Reactant: [CH3:1][O:2][C:3]1[CH:4]=[C:5]2[C:10](=[CH:11][C:12]=1[O:13][CH3:14])[N:9]=[CH:8][CH:7]=[C:6]2[CH2:15][N:16]1[CH2:21][CH2:20][CH:19]([NH2:22])[CH2:18][CH2:17]1.[Cl:23][C:24]1[CH:29]=[CH:28][C:27]([N:30]=[C:31]=[O:32])=[CH:26][CH:25]=1. Product: [Cl:23][C:24]1[CH:29]=[CH:28][C:27]([NH:30][C:31]([NH:22][CH:19]2[CH2:18][CH2:17][N:16]([CH2:15][C:6]3[C:5]4[C:10](=[CH:11][C:12]([O:13][CH3:14])=[C:3]([O:2][CH3:1])[CH:4]=4)[N:9]=[CH:8][CH:7]=3)[CH2:21][CH2:20]2)=[O:32])=[CH:26][CH:25]=1. The catalyst class is: 2. (5) Reactant: C([O:3][C:4](=[O:29])[CH2:5][N:6]([CH2:11][C:12]1[CH:17]=[CH:16][C:15]([S:18][C:19]([CH3:28])([CH3:27])[C:20]([O:22][C:23]([CH3:26])([CH3:25])[CH3:24])=[O:21])=[CH:14][CH:13]=1)[CH2:7][CH2:8][O:9][CH3:10])C.[OH-].[Na+].O. Product: [C:23]([O:22][C:20](=[O:21])[C:19]([S:18][C:15]1[CH:14]=[CH:13][C:12]([CH2:11][N:6]([CH2:7][CH2:8][O:9][CH3:10])[CH2:5][C:4]([OH:29])=[O:3])=[CH:17][CH:16]=1)([CH3:28])[CH3:27])([CH3:24])([CH3:25])[CH3:26]. The catalyst class is: 8. (6) Reactant: [CH2:1]([O:8][C:9]1[CH:14]=[CH:13][C:12]([O:15][C:16]2[C:21]([CH3:22])=[CH:20][C:19]([N+:23]([O-])=O)=[CH:18][C:17]=2[CH3:26])=[CH:11][C:10]=1[S:27]([NH:30][CH2:31][C:32]([CH3:35])([CH3:34])[CH3:33])(=[O:29])=[O:28])[C:2]1[CH:7]=[CH:6][CH:5]=[CH:4][CH:3]=1. Product: [NH2:23][C:19]1[CH:18]=[C:17]([CH3:26])[C:16]([O:15][C:12]2[CH:13]=[CH:14][C:9]([O:8][CH2:1][C:2]3[CH:3]=[CH:4][CH:5]=[CH:6][CH:7]=3)=[C:10]([S:27]([NH:30][CH2:31][C:32]([CH3:33])([CH3:34])[CH3:35])(=[O:28])=[O:29])[CH:11]=2)=[C:21]([CH3:22])[CH:20]=1. The catalyst class is: 354.